Dataset: Full USPTO retrosynthesis dataset with 1.9M reactions from patents (1976-2016). Task: Predict the reactants needed to synthesize the given product. (1) Given the product [I:1][CH2:7][CH2:8][CH2:9][CH2:10][CH2:11][N:12]1[C:20]2[C:19](=[O:21])[NH:18][C:17]([NH:22][C:23]3[CH:28]=[CH:27][C:26]([CH3:29])=[C:25]([CH2:30][CH3:31])[CH:24]=3)=[N:16][C:15]=2[N:14]=[CH:13]1, predict the reactants needed to synthesize it. The reactants are: [I:1][Si](C)(C)C.O[CH2:7][CH2:8][CH2:9][CH2:10][CH2:11][N:12]1[C:20]2[C:19](=[O:21])[NH:18][C:17]([NH:22][C:23]3[CH:28]=[CH:27][C:26]([CH3:29])=[C:25]([CH2:30][CH3:31])[CH:24]=3)=[N:16][C:15]=2[N:14]=[CH:13]1.CO.S([O-])([O-])=O.[Na+].[Na+]. (2) The reactants are: Br.[Br:2][C:3]1[CH:4]=[C:5]([CH:22]=[C:23]([CH2:25]P(C2C=CC=CC=2)(C2C=CC=CC=2)C2C=CC=CC=2)[CH:24]=1)[CH2:6][O:7][C:8]1[CH:13]=[CH:12][CH:11]=[CH:10][C:9]=1[CH2:14][C:15]([O:17][C:18]([CH3:21])([CH3:20])[CH3:19])=[O:16].[O:45]1[CH:49]=[CH:48][CH:47]=[C:46]1[CH:50]=O.[OH-].[Na+].C(#N)C. Given the product [Br:2][C:3]1[CH:4]=[C:5]([CH:22]=[C:23]([CH:25]=[CH:50][C:46]2[O:45][CH:49]=[CH:48][CH:47]=2)[CH:24]=1)[CH2:6][O:7][C:8]1[CH:13]=[CH:12][CH:11]=[CH:10][C:9]=1[CH2:14][C:15]([O:17][C:18]([CH3:19])([CH3:20])[CH3:21])=[O:16], predict the reactants needed to synthesize it. (3) Given the product [CH2:1]([N:3]([CH2:11][C:12]1[N:13]=[C:14]2[S:21][C:20]([CH3:22])=[C:19]([CH2:23][CH2:24][OH:25])[N:15]2[C:16](=[O:18])[CH:17]=1)[C:4]1[CH:5]=[CH:6][C:7]([F:10])=[CH:8][CH:9]=1)[CH3:2], predict the reactants needed to synthesize it. The reactants are: [CH2:1]([N:3]([CH2:11][C:12]1[N:13]=[C:14]2[S:21][C:20]([CH3:22])=[C:19]([CH2:23][CH:24]=[O:25])[N:15]2[C:16](=[O:18])[CH:17]=1)[C:4]1[CH:9]=[CH:8][C:7]([F:10])=[CH:6][CH:5]=1)[CH3:2].[BH4-].[Na+]. (4) Given the product [F:1][C:2]([F:7])([F:6])[C:3]([OH:5])=[O:4].[CH3:19][CH:17]([O:16][C:15]1[CH:14]=[CH:13][C:12]([C:20]2[O:24][N:23]=[C:22]([C:25]3[C:26]([CH3:42])=[C:27]4[C:32](=[CH:33][CH:34]=3)[CH2:31][NH:30][CH2:29][CH2:28]4)[N:21]=2)=[CH:11][C:10]=1[C:8]#[N:9])[CH3:18], predict the reactants needed to synthesize it. The reactants are: [F:1][C:2]([F:7])([F:6])[C:3]([OH:5])=[O:4].[C:8]([C:10]1[CH:11]=[C:12]([C:20]2[O:24][N:23]=[C:22]([C:25]3[C:26]([CH3:42])=[C:27]4[C:32](=[CH:33][CH:34]=3)[CH2:31][N:30](C(OC(C)(C)C)=O)[CH2:29][CH2:28]4)[N:21]=2)[CH:13]=[CH:14][C:15]=1[O:16][CH:17]([CH3:19])[CH3:18])#[N:9].